From a dataset of Catalyst prediction with 721,799 reactions and 888 catalyst types from USPTO. Predict which catalyst facilitates the given reaction. (1) Reactant: [CH:1]([C:3]1[CH:8]=[C:7]([C@@H:9]([NH:12][C:13]([C:15]2[C:16]3[CH:23]=[N:22][N:21]([C:24]4[CH:29]=[CH:28][C:27]([F:30])=[CH:26][CH:25]=4)[C:17]=3[CH:18]=[N:19][CH:20]=2)=[O:14])[CH2:10][CH3:11])[CH:6]=[CH:5][N:4]=1)=[O:2].[CH3:31][Li]. Product: [OH:2][CH:1]([C:3]1[CH:8]=[C:7]([C@@H:9]([NH:12][C:13]([C:15]2[C:16]3[CH:23]=[N:22][N:21]([C:24]4[CH:25]=[CH:26][C:27]([F:30])=[CH:28][CH:29]=4)[C:17]=3[CH:18]=[N:19][CH:20]=2)=[O:14])[CH2:10][CH3:11])[CH:6]=[CH:5][N:4]=1)[CH3:31]. The catalyst class is: 165. (2) Reactant: [CH2:1]([O:8][CH2:9][C:10]([OH:12])=[O:11])[C:2]1[CH:7]=[CH:6][CH:5]=[CH:4][CH:3]=1.[OH-].[Na+].[N+]([O-])([O-])=O.[Ag+:19]. Product: [Ag+:19].[CH2:1]([O:8][CH2:9][C:10]([O-:12])=[O:11])[C:2]1[CH:7]=[CH:6][CH:5]=[CH:4][CH:3]=1. The catalyst class is: 6. (3) Reactant: [CH2:1]([O:8][C:9]([NH:11][C:12]([CH3:17])([CH3:16])[C:13]([OH:15])=O)=[O:10])[C:2]1[CH:7]=[CH:6][CH:5]=[CH:4][CH:3]=1.CN(C(ON1N=NC2C=CC=CC1=2)=[N+](C)C)C.F[P-](F)(F)(F)(F)F.CCN(CC)CC.[F:49][C:50]1[CH:69]=[CH:68][C:53]([O:54][C:55]2[S:59][C:58]([NH2:60])=[N:57][C:56]=2[C:61]2[CH:66]=[CH:65][C:64]([F:67])=[CH:63][CH:62]=2)=[CH:52][CH:51]=1. Product: [CH2:1]([O:8][C:9](=[O:10])[NH:11][C:12]([C:13](=[O:15])[NH:60][C:58]1[S:59][C:55]([O:54][C:53]2[CH:68]=[CH:69][C:50]([F:49])=[CH:51][CH:52]=2)=[C:56]([C:61]2[CH:66]=[CH:65][C:64]([F:67])=[CH:63][CH:62]=2)[N:57]=1)([CH3:17])[CH3:16])[C:2]1[CH:3]=[CH:4][CH:5]=[CH:6][CH:7]=1. The catalyst class is: 3. (4) Reactant: [N:1]1([CH2:6][C@@H:7]2[C@H:10]([NH:11][C:12](=[O:39])/[C:13](=[N:27]\[O:28][C:29]([CH3:38])([CH3:37])[C:30]([O:32]C(C)(C)C)=[O:31])/[C:14]3[N:15]=[C:16]([NH:19]C(OC(C)(C)C)=O)[S:17][CH:18]=3)[C:9](=[O:40])[N:8]2[S:41]([OH:44])(=[O:43])=[O:42])[CH:5]=[CH:4][N:3]=[N:2]1.C(O)(C(F)(F)F)=O. Product: [N:1]1([CH2:6][C@@H:7]2[C@H:10]([NH:11][C:12](=[O:39])/[C:13](=[N:27]\[O:28][C:29]([CH3:38])([CH3:37])[C:30]([OH:32])=[O:31])/[C:14]3[N:15]=[C:16]([NH2:19])[S:17][CH:18]=3)[C:9](=[O:40])[N:8]2[S:41]([OH:44])(=[O:42])=[O:43])[CH:5]=[CH:4][N:3]=[N:2]1. The catalyst class is: 2. (5) Reactant: [NH2:1][C:2]1[S:3][C:4]2[C:9]([N:10]=1)=[CH:8][CH:7]=[C:6]([O:11][C:12]1[CH:13]=[C:14]([NH:19][C:20](=[O:32])[C:21]3[CH:26]=[CH:25][CH:24]=[C:23]([C:27]([C:30]#[N:31])([CH3:29])[CH3:28])[CH:22]=3)[CH:15]=[CH:16][C:17]=1[CH3:18])[N:5]=2.[CH3:33][N:34]([CH3:39])[CH2:35][C:36](O)=[O:37].F[P-](F)(F)(F)(F)F.N1(OC(N(C)C)=[N+](C)C)C2N=CC=CC=2N=N1.C(=O)([O-])O.[Na+]. Product: [C:30]([C:27]([C:23]1[CH:22]=[C:21]([CH:26]=[CH:25][CH:24]=1)[C:20]([NH:19][C:14]1[CH:15]=[CH:16][C:17]([CH3:18])=[C:12]([O:11][C:6]2[N:5]=[C:4]3[S:3][C:2]([NH:1][C:36](=[O:37])[CH2:35][N:34]([CH3:39])[CH3:33])=[N:10][C:9]3=[CH:8][CH:7]=2)[CH:13]=1)=[O:32])([CH3:29])[CH3:28])#[N:31]. The catalyst class is: 17. (6) Reactant: [F:1][C:2]([F:35])([F:34])[C:3]1[CH:33]=[CH:32][C:6]([O:7][CH2:8][CH:9]2[CH2:14][CH2:13][CH2:12][N:11]([CH2:15][C:16]([C:18]3([C:22]4[CH:27]=[CH:26][C:25]([C:28]([F:31])([F:30])[F:29])=[CH:24][CH:23]=4)[CH2:21][CH2:20][CH2:19]3)=[O:17])[CH2:10]2)=[CH:5][CH:4]=1.[BH4-].[Na+].O. Product: [F:34][C:2]([F:1])([F:35])[C:3]1[CH:4]=[CH:5][C:6]([O:7][CH2:8][CH:9]2[CH2:14][CH2:13][CH2:12][N:11]([CH2:15][CH:16]([C:18]3([C:22]4[CH:23]=[CH:24][C:25]([C:28]([F:31])([F:29])[F:30])=[CH:26][CH:27]=4)[CH2:21][CH2:20][CH2:19]3)[OH:17])[CH2:10]2)=[CH:32][CH:33]=1. The catalyst class is: 5. (7) Reactant: [H-].[Na+].[Br:3][C:4]1[CH:15]=[CH:14][C:7]2[C:8](=[O:13])[NH:9][S:10](=[O:12])(=[O:11])[C:6]=2[CH:5]=1.[CH3:16][O:17][C:18]1[CH:25]=[CH:24][C:21]([CH2:22]Cl)=[CH:20][CH:19]=1.O. Product: [Br:3][C:4]1[CH:15]=[CH:14][C:7]2[C:8](=[O:13])[N:9]([CH2:22][C:21]3[CH:24]=[CH:25][C:18]([O:17][CH3:16])=[CH:19][CH:20]=3)[S:10](=[O:12])(=[O:11])[C:6]=2[CH:5]=1. The catalyst class is: 3. (8) Reactant: [C:1]([C@H:4]1[CH2:8][CH2:7][CH2:6][N:5]1[C:9](=[O:24])[CH2:10][CH2:11][CH2:12][CH2:13][C:14]([N:16]1[CH2:20][CH2:19][CH2:18][C@@H:17]1[C:21]([OH:23])=[O:22])=[O:15])([OH:3])=[O:2]. Product: [CH2:1]([O:22][C:21]([C@H:17]1[CH2:18][CH2:19][CH2:20][N:16]1[C:14](=[O:15])[CH2:13][CH2:12][CH2:11][CH2:10][C:9]([N:5]1[CH2:6][CH2:7][CH2:8][C@@H:4]1[C:1]([O:3][CH2:9][CH2:10][CH2:11][CH3:12])=[O:2])=[O:24])=[O:23])[CH2:4][CH2:8][CH3:7]. The catalyst class is: 51. (9) Reactant: [OH-].[Na+].[Br:3][C:4]1[CH:5]=[C:6]([C:16]([O:18]C)=O)[C:7]2[CH:8]=[N:9][N:10]([CH:13]([CH3:15])[CH3:14])[C:11]=2[CH:12]=1.[NH2:20][CH2:21][C:22]1[C:23](=[O:30])[NH:24][C:25]([CH3:29])=[CH:26][C:27]=1[CH3:28].C1CN([P+](ON2N=NC3C=CC=CC2=3)(N2CCCC2)N2CCCC2)CC1.F[P-](F)(F)(F)(F)F. Product: [Br:3][C:4]1[CH:5]=[C:6]([C:16]([NH:20][CH2:21][C:22]2[C:23](=[O:30])[NH:24][C:25]([CH3:29])=[CH:26][C:27]=2[CH3:28])=[O:18])[C:7]2[CH:8]=[N:9][N:10]([CH:13]([CH3:14])[CH3:15])[C:11]=2[CH:12]=1. The catalyst class is: 593.